From a dataset of Full USPTO retrosynthesis dataset with 1.9M reactions from patents (1976-2016). Predict the reactants needed to synthesize the given product. (1) Given the product [Br:1][C:2]1[C:10]2[C:5](=[CH:6][CH:7]=[C:8]([NH2:11])[CH:9]=2)[N:4]([S:14]([C:17]2[CH:23]=[CH:22][C:20]([CH3:21])=[CH:19][CH:18]=2)(=[O:15])=[O:16])[N:3]=1, predict the reactants needed to synthesize it. The reactants are: [Br:1][C:2]1[C:10]2[C:5](=[CH:6][CH:7]=[C:8]([N+:11]([O-])=O)[CH:9]=2)[N:4]([S:14]([C:17]2[CH:23]=[CH:22][C:20]([CH3:21])=[CH:19][CH:18]=2)(=[O:16])=[O:15])[N:3]=1. (2) Given the product [C:1]1([S:7]([C:10]([CH:19]2[CH2:31][C:22]3[NH:23][C:24]4[CH:25]=[CH:26][C:27]([Cl:30])=[CH:28][C:29]=4[C:21]=3[CH2:20]2)([F:18])[C:11]2[O:15][N:14]=[C:13]([CH2:16][NH:17][C:34](=[O:35])[C:33]([F:38])([F:37])[F:32])[N:12]=2)(=[O:9])=[O:8])[CH:2]=[CH:3][CH:4]=[CH:5][CH:6]=1, predict the reactants needed to synthesize it. The reactants are: [C:1]1([S:7]([C:10]([CH:19]2[CH2:31][C:22]3[NH:23][C:24]4[CH:25]=[CH:26][C:27]([Cl:30])=[CH:28][C:29]=4[C:21]=3[CH2:20]2)([F:18])[C:11]2[O:15][N:14]=[C:13]([CH2:16][NH2:17])[N:12]=2)(=[O:9])=[O:8])[CH:6]=[CH:5][CH:4]=[CH:3][CH:2]=1.[F:32][C:33]([F:38])([F:37])[C:34](O)=[O:35].N1C=CC=CC=1. (3) Given the product [Cl:37][C:35]1[CH:34]=[CH:33][C:32]([S:38]([CH2:41][CH3:42])(=[O:40])=[O:39])=[C:31]([CH:36]=1)[CH2:30][N:29]1[C:27](=[O:28])[C:26]2[C:25](=[CH:46][CH:45]=[C:44]([C:47]([F:49])([F:50])[F:48])[CH:43]=2)[NH:24][C:6]1=[O:7], predict the reactants needed to synthesize it. The reactants are: C1N=CN([C:6](N2C=NC=C2)=[O:7])C=1.C1CCN2C(=NCCC2)CC1.[NH2:24][C:25]1[CH:46]=[CH:45][C:44]([C:47]([F:50])([F:49])[F:48])=[CH:43][C:26]=1[C:27]([NH:29][CH2:30][C:31]1[CH:36]=[C:35]([Cl:37])[CH:34]=[CH:33][C:32]=1[S:38]([CH2:41][CH3:42])(=[O:40])=[O:39])=[O:28].Cl.